This data is from Forward reaction prediction with 1.9M reactions from USPTO patents (1976-2016). The task is: Predict the product of the given reaction. (1) Given the reactants BrC1C2C(=CC=CC=2)C=CC=1C[N:13]1[C:17]2=[N:18][C:19]([C:22]#[N:23])=[CH:20][CH:21]=[C:16]2[N:15]=[C:14]1[CH3:24].BrC1C2C(=CC=CC=2)C=CC=1CN1C2C(=NC(C#N)=CC=2)N=C1C, predict the reaction product. The product is: [CH3:24][C:14]1[NH:15][C:16]2[C:17]([N:13]=1)=[N:18][C:19]([C:22]#[N:23])=[CH:20][CH:21]=2. (2) Given the reactants C(OC([N:8]([CH:46]1[CH2:51][CH2:50][N:49](C(OC(C)(C)C)=O)[CH2:48][CH2:47]1)[C:9]1[CH:14]=[CH:13][C:12]([C:15]2[CH:16]=[C:17]3[C:23]([C:24]4[C:25]([CH3:38])=[N:26][N:27]([CH2:30][C:31]5[CH:36]=[CH:35][CH:34]=[C:33]([F:37])[CH:32]=5)[C:28]=4[CH3:29])=[CH:22][N:21](C(OC(C)(C)C)=O)[C:18]3=[N:19][CH:20]=2)=[CH:11][CH:10]=1)=O)(C)(C)C, predict the reaction product. The product is: [F:37][C:33]1[CH:32]=[C:31]([CH:36]=[CH:35][CH:34]=1)[CH2:30][N:27]1[C:28]([CH3:29])=[C:24]([C:23]2[C:17]3[C:18](=[N:19][CH:20]=[C:15]([C:12]4[CH:11]=[CH:10][C:9]([NH:8][CH:46]5[CH2:47][CH2:48][NH:49][CH2:50][CH2:51]5)=[CH:14][CH:13]=4)[CH:16]=3)[NH:21][CH:22]=2)[C:25]([CH3:38])=[N:26]1. (3) The product is: [F:1][C:2]1([F:19])[C@H:6]([OH:7])[CH2:5][C@@H:4]([C@@:8]([OH:18])([C:12]2[CH:17]=[CH:16][CH:15]=[CH:14][CH:13]=2)[C:9]([O:11][CH2:33][CH:30]2[CH2:31][CH2:32][NH:27][CH2:28][CH2:29]2)=[O:10])[CH2:3]1. Given the reactants [F:1][C:2]1([F:19])[C@H:6]([OH:7])[CH2:5][C@@H:4]([C@@:8]([OH:18])([C:12]2[CH:17]=[CH:16][CH:15]=[CH:14][CH:13]=2)[C:9]([OH:11])=[O:10])[CH2:3]1.C(OC([N:27]1[CH2:32][CH2:31][CH:30]([CH2:33]O)[CH2:29][CH2:28]1)=O)(C)(C)C, predict the reaction product. (4) Given the reactants CC1(C)[O:7][C@@H:6]2[C@H:8]3[O:13][C:12]([CH3:15])([CH3:14])[O:11][C@H:9]3[O:10][C@@H:5]2[CH2:4][O:3]1.O=C[C@@H]([C@H]([C@@H](CO)O)O)O, predict the reaction product. The product is: [CH3:14][C:12]1([CH3:15])[O:11][C@@H:9]2[C@@H:8]([C@@H:6]([OH:7])[C@@H:5]([CH2:4][OH:3])[O:10]2)[O:13]1.